This data is from Catalyst prediction with 721,799 reactions and 888 catalyst types from USPTO. The task is: Predict which catalyst facilitates the given reaction. (1) Reactant: [F:1][C:2]1[CH:3]=[C:4]2[C:8](=[CH:9][CH:10]=1)[NH:7][C:6](=[O:11])[C:5]2=[C:12]1[C:20]2[C:15](=[CH:16][C:17]([CH2:21][CH2:22][CH2:23][O:24][C:25]([C:27]34[CH2:36][CH:31]5[CH2:32][CH:33]([CH2:35][C:29]([N+:37]([O-])=O)([CH2:30]5)[CH2:28]3)[CH2:34]4)=[O:26])=[CH:18][CH:19]=2)[CH2:14][O:13]1. Product: [F:1][C:2]1[CH:3]=[C:4]2[C:8](=[CH:9][CH:10]=1)[NH:7][C:6](=[O:11])[C:5]2=[C:12]1[C:20]2[C:15](=[CH:16][C:17]([CH2:21][CH2:22][CH2:23][O:24][C:25]([C:27]34[CH2:34][CH:33]5[CH2:32][CH:31]([CH2:30][C:29]([NH2:37])([CH2:35]5)[CH2:28]3)[CH2:36]4)=[O:26])=[CH:18][CH:19]=2)[CH2:14][O:13]1. The catalyst class is: 565. (2) Reactant: [Br:1][C:2]1[CH:31]=[CH:30][CH:29]=[CH:28][C:3]=1[CH2:4][C:5]1[O:6][C:7]([CH3:27])=[C:8]([CH3:26])[C:9]=1[C:10]([C:12]1[CH:17]=[C:16]([CH:18]([CH3:20])[CH3:19])[C:15]([O:21]C)=[C:14]([CH:23]([CH3:25])[CH3:24])[CH:13]=1)=[O:11].B(Br)(Br)Br.C(Cl)Cl. Product: [Br:1][C:2]1[CH:31]=[CH:30][CH:29]=[CH:28][C:3]=1[CH2:4][C:5]1[O:6][C:7]([CH3:27])=[C:8]([CH3:26])[C:9]=1[C:10]([C:12]1[CH:17]=[C:16]([CH:18]([CH3:19])[CH3:20])[C:15]([OH:21])=[C:14]([CH:23]([CH3:24])[CH3:25])[CH:13]=1)=[O:11]. The catalyst class is: 2.